Dataset: Catalyst prediction with 721,799 reactions and 888 catalyst types from USPTO. Task: Predict which catalyst facilitates the given reaction. (1) The catalyst class is: 5. Reactant: [CH3:1][C:2]([CH3:33])=[CH:3][CH2:4][C@H:5]1[O:7][C@@:6]1([C@@H:9]1[C@:14]2([O:16][CH2:15]2)[CH2:13][CH2:12][C@@H:11]([O:17]C(/C=C/C=C/C=C/C=C/C(O)=O)=O)[C@H:10]1[O:31][CH3:32])[CH3:8].[OH-].[Na+]. Product: [CH3:1][C:2]([CH3:33])=[CH:3][CH2:4][C@H:5]1[O:7][C@@:6]1([C@@H:9]1[C@:14]2([O:16][CH2:15]2)[CH2:13][CH2:12][C@@H:11]([OH:17])[C@H:10]1[O:31][CH3:32])[CH3:8]. (2) Reactant: [CH:1]1([OH:8])[CH2:6][CH2:5][CH:4]([OH:7])[CH2:3][CH2:2]1.[C:9](Cl)(=[O:18])[CH:10]=[CH:11][C:12]1[CH:17]=[CH:16][CH:15]=[CH:14][CH:13]=1.C(N(CC)CC)C. Product: [OH:7][CH:4]1[CH2:5][CH2:6][CH:1]([O:8][C:9](=[O:18])[CH:10]=[CH:11][C:12]2[CH:17]=[CH:16][CH:15]=[CH:14][CH:13]=2)[CH2:2][CH2:3]1. The catalyst class is: 4. (3) Reactant: [C:1]([O-:5])(=O)[CH:2]=[CH2:3].[Na+].Cl[Si:8]([O:15][CH2:16][CH3:17])([O:12][CH2:13][CH3:14])[O:9][CH2:10][CH3:11]. Product: [C:1]([Si:8]([O:15][CH2:16][CH3:17])([O:12][CH2:13][CH3:14])[O:9][CH2:10][CH3:11])([CH:2]=[CH2:3])=[O:5]. The catalyst class is: 1. (4) Reactant: [NH:1]1[CH2:4][CH:3]([N:5]2[CH:9]=[CH:8][C:7]([C:10]3[N:22]([CH2:23][C:24]4[CH:29]=[CH:28][CH:27]=[C:26]([Cl:30])[CH:25]=4)[C:13]4[CH:14]=[CH:15][C:16]5[N:17]([C:18]([CH3:21])=[N:19][N:20]=5)[C:12]=4[CH:11]=3)=[N:6]2)[CH2:2]1.[CH3:31][S:32](Cl)(=[O:34])=[O:33].C(N(CC)CC)C. Product: [Cl:30][C:26]1[CH:25]=[C:24]([CH:29]=[CH:28][CH:27]=1)[CH2:23][N:22]1[C:13]2[CH:14]=[CH:15][C:16]3[N:17]([C:18]([CH3:21])=[N:19][N:20]=3)[C:12]=2[CH:11]=[C:10]1[C:7]1[CH:8]=[CH:9][N:5]([CH:3]2[CH2:2][N:1]([S:32]([CH3:31])(=[O:34])=[O:33])[CH2:4]2)[N:6]=1. The catalyst class is: 2. (5) Reactant: C([O:3][C:4]([C:6]1([S:20]([C:23]2[CH:28]=[CH:27][C:26]([O:29][CH2:30][C:31]#[C:32][CH2:33][CH2:34][CH2:35][CH2:36][CH3:37])=[CH:25][CH:24]=2)(=[O:22])=[O:21])[CH2:11][CH2:10][N:9]([CH2:12][C:13]2[CH:18]=[CH:17][C:16]([Br:19])=[CH:15][CH:14]=2)[CH2:8][CH2:7]1)=[O:5])C.CO.[OH-].[Na+]. Product: [Br:19][C:16]1[CH:15]=[CH:14][C:13]([CH2:12][N:9]2[CH2:10][CH2:11][C:6]([S:20]([C:23]3[CH:24]=[CH:25][C:26]([O:29][CH2:30][C:31]#[C:32][CH2:33][CH2:34][CH2:35][CH2:36][CH3:37])=[CH:27][CH:28]=3)(=[O:22])=[O:21])([C:4]([OH:5])=[O:3])[CH2:7][CH2:8]2)=[CH:18][CH:17]=1. The catalyst class is: 1. (6) Reactant: [CH2:1]([O:5][CH2:6][CH2:7][O:8][C:9]1[CH:14]=[CH:13][C:12]([C:15]2[CH:16]=[CH:17][C:18]3[N:25]([CH2:26][CH:27]([CH3:29])[CH3:28])[CH2:24][CH2:23][CH2:22][C:21]([C:30]([NH:32][C:33]4[CH:38]=[CH:37][C:36]([S:39]([CH2:41][C:42]5[N:46]([CH2:47][CH2:48][CH3:49])[CH:45]=[N:44][CH:43]=5)=[O:40])=[CH:35][CH:34]=4)=[O:31])=[CH:20][C:19]=3[CH:50]=2)=[CH:11][CH:10]=1)[CH2:2][CH2:3][CH3:4].[CH3:51][S:52]([OH:55])(=[O:54])=[O:53]. Product: [CH3:51][S:52]([OH:55])(=[O:54])=[O:53].[CH2:1]([O:5][CH2:6][CH2:7][O:8][C:9]1[CH:14]=[CH:13][C:12]([C:15]2[CH:16]=[CH:17][C:18]3[N:25]([CH2:26][CH:27]([CH3:28])[CH3:29])[CH2:24][CH2:23][CH2:22][C:21]([C:30]([NH:32][C:33]4[CH:34]=[CH:35][C:36]([S:39]([CH2:41][C:42]5[N:46]([CH2:47][CH2:48][CH3:49])[CH:45]=[N:44][CH:43]=5)=[O:40])=[CH:37][CH:38]=4)=[O:31])=[CH:20][C:19]=3[CH:50]=2)=[CH:11][CH:10]=1)[CH2:2][CH2:3][CH3:4]. The catalyst class is: 13. (7) Reactant: [F:1][CH2:2][S:3]([C:5]1[CH:10]=[CH:9][C:8]([CH3:11])=[CH:7][CH:6]=1)=O.[CH3:12][C:13]1[CH:14]=[CH:15][C:16]([CH3:19])=[CH:17][CH:18]=1.FC(F)(F)S(OS(C(F)(F)F)(=O)=O)(=O)=O.[H+].[B-:36]([F:40])([F:39])([F:38])[F:37]. Product: [F:37][B-:36]([F:40])([F:39])[F:38].[CH3:12][C:13]1[CH:14]=[CH:15][C:16]([CH3:19])=[CH:17][C:18]=1[S+:3]([CH2:2][F:1])[C:5]1[CH:10]=[CH:9][C:8]([CH3:11])=[CH:7][CH:6]=1. The catalyst class is: 27. (8) Reactant: C[O:2][C:3](=[O:41])[C:4]1[CH:9]=[C:8]([Br:10])[CH:7]=[CH:6][C:5]=1[C:11]1[CH:23]=[CH:22][C:21]2[C:20]3[C:15](=[CH:16][C:17]([Br:24])=[CH:18][CH:19]=3)[C:14]([CH2:33][CH2:34][CH2:35][CH2:36][CH2:37][CH2:38][CH2:39][CH3:40])([CH2:25][CH2:26][CH2:27][CH2:28][CH2:29][CH2:30][CH2:31][CH3:32])[C:13]=2[CH:12]=1.[OH-].[K+].C(O)C. Product: [Br:10][C:8]1[CH:7]=[CH:6][C:5]([C:11]2[CH:23]=[CH:22][C:21]3[C:20]4[C:15](=[CH:16][C:17]([Br:24])=[CH:18][CH:19]=4)[C:14]([CH2:33][CH2:34][CH2:35][CH2:36][CH2:37][CH2:38][CH2:39][CH3:40])([CH2:25][CH2:26][CH2:27][CH2:28][CH2:29][CH2:30][CH2:31][CH3:32])[C:13]=3[CH:12]=2)=[C:4]([CH:9]=1)[C:3]([OH:41])=[O:2]. The catalyst class is: 8. (9) Reactant: [CH3:1][O:2][C:3](=[O:22])[CH2:4][O:5][C:6]1[C:14]2[O:13][C:12]([NH:15][CH:16]3[CH2:21][CH2:20][NH:19][CH2:18][CH2:17]3)=[N:11][C:10]=2[CH:9]=[CH:8][CH:7]=1.[CH2:23]([O:25][C:26]1[CH:27]=[C:28]([CH:31]=[CH:32][C:33]=1[O:34][CH3:35])[CH:29]=O)[CH3:24].C([BH3-])#N.[Na+].C(N(C(C)C)C(C)C)C. Product: [CH3:1][O:2][C:3](=[O:22])[CH2:4][O:5][C:6]1[C:14]2[O:13][C:12]([NH:15][CH:16]3[CH2:21][CH2:20][N:19]([CH2:29][C:28]4[CH:31]=[CH:32][C:33]([O:34][CH3:35])=[C:26]([O:25][CH2:23][CH3:24])[CH:27]=4)[CH2:18][CH2:17]3)=[N:11][C:10]=2[CH:9]=[CH:8][CH:7]=1. The catalyst class is: 212.